This data is from Peptide-MHC class II binding affinity with 134,281 pairs from IEDB. The task is: Regression. Given a peptide amino acid sequence and an MHC pseudo amino acid sequence, predict their binding affinity value. This is MHC class II binding data. (1) The peptide sequence is ELNNALQNLARTISE. The MHC is DRB3_0101 with pseudo-sequence DRB3_0101. The binding affinity (normalized) is 0.251. (2) The peptide sequence is NLLANVYHQINHLKT. The MHC is DRB1_0401 with pseudo-sequence DRB1_0401. The binding affinity (normalized) is 0.544. (3) The peptide sequence is ILKGVINIWGSGLLQ. The MHC is DRB1_0404 with pseudo-sequence DRB1_0404. The binding affinity (normalized) is 0.781. (4) The peptide sequence is CIANGVSTKIVTRIS. The MHC is DRB1_1302 with pseudo-sequence DRB1_1302. The binding affinity (normalized) is 0.657. (5) The peptide sequence is LHFSEALHIIAGTPE. The MHC is HLA-DPA10201-DPB11401 with pseudo-sequence HLA-DPA10201-DPB11401. The binding affinity (normalized) is 0.534.